From a dataset of Catalyst prediction with 721,799 reactions and 888 catalyst types from USPTO. Predict which catalyst facilitates the given reaction. (1) Reactant: [C:1]([O:5][C:6]([N:8]1[CH2:12][CH2:11][C@H:10]([O:13][Si:14]([C:17]([CH3:20])([CH3:19])[CH3:18])([CH3:16])[CH3:15])[C@H:9]1[CH2:21][OH:22])=[O:7])([CH3:4])([CH3:3])[CH3:2].CC(OI1(OC(C)=O)(OC(C)=O)OC(=O)C2C=CC=CC1=2)=O. Product: [C:1]([O:5][C:6]([N:8]1[CH2:12][CH2:11][C@H:10]([O:13][Si:14]([C:17]([CH3:20])([CH3:19])[CH3:18])([CH3:16])[CH3:15])[C@H:9]1[CH:21]=[O:22])=[O:7])([CH3:4])([CH3:3])[CH3:2]. The catalyst class is: 2. (2) Reactant: C([O:9][C@H:10]1[C@:14]([F:16])([CH3:15])[C@H:13]([N:17]2[CH:25]=[N:24][C:23]3[C:18]2=[N:19][C:20]([NH2:27])=[N:21][C:22]=3Cl)[O:12][C@@H:11]1[CH2:28][O:29]C(=O)C1C=CC=CC=1)(=O)C1C=CC=CC=1.Cl.[NH:39]1[CH2:42][CH2:41][CH2:40]1.C(N(CC)CC)C.C[O-].[Na+].C(O)(=O)C. The catalyst class is: 8. Product: [NH2:27][C:20]1[N:19]=[C:18]2[C:23]([N:24]=[CH:25][N:17]2[C@@H:13]2[O:12][C@H:11]([CH2:28][OH:29])[C@@H:10]([OH:9])[C@:14]2([F:16])[CH3:15])=[C:22]([N:39]2[CH2:42][CH2:41][CH2:40]2)[N:21]=1. (3) Reactant: [Cl:1][C:2]([Cl:30])([Cl:29])[CH2:3][O:4][C:5]([N:7](C(OCC(Cl)(Cl)Cl)=O)[C:8]1[C:12]([Br:13])=[CH:11][N:10]([C:14]([O:16][C:17]([CH3:20])([CH3:19])[CH3:18])=[O:15])[N:9]=1)=[O:6].OP([O-])(O)=O.[K+]. Product: [Br:13][C:12]1[C:8]([NH:7][C:5]([O:4][CH2:3][C:2]([Cl:29])([Cl:1])[Cl:30])=[O:6])=[N:9][N:10]([C:14]([O:16][C:17]([CH3:19])([CH3:20])[CH3:18])=[O:15])[CH:11]=1. The catalyst class is: 324.